Dataset: Forward reaction prediction with 1.9M reactions from USPTO patents (1976-2016). Task: Predict the product of the given reaction. (1) Given the reactants O[C:2]1[C:11]2[C:6](=[N:7][CH:8]=[CH:9][CH:10]=2)[N:5]([C:12]2[CH:17]=[CH:16][CH:15]=[C:14]([O:18][C:19]([F:22])([F:21])[F:20])[CH:13]=2)C(=O)[C:3]=1[C:24](=O)[CH2:25][C:26]1[CH:31]=[CH:30][CH:29]=[CH:28][C:27]=1[C:32]([F:35])([F:34])[F:33].O.[NH2:38][NH2:39].[C:40](=[O:43])([O-])O.[Na+], predict the reaction product. The product is: [F:21][C:19]([F:22])([F:20])[O:18][C:14]1[CH:13]=[C:12]([N:5]2[C:6]3[N:7]=[CH:8][CH:9]=[CH:10][C:11]=3[C:2]3[NH:38][N:39]=[C:24]([CH2:25][C:26]4[CH:31]=[CH:30][CH:29]=[CH:28][C:27]=4[C:32]([F:33])([F:34])[F:35])[C:3]=3[C:40]2=[O:43])[CH:17]=[CH:16][CH:15]=1. (2) Given the reactants C[O:2]C1C=C(OC2C=CC(O)=CC=2)C2CC(C3C=CC(OC)=CC=3)CCC=2C=1.Cl.ClCCN1CCCCC1.CO[C:41]1[CH:42]=[C:43]([O:59][C:60]2[CH:74]=[CH:73][C:63]([O:64][CH2:65][CH2:66][N:67]3[CH2:72][CH2:71][CH2:70][CH2:69][CH2:68]3)=[CH:62][CH:61]=2)[C:44]2[CH2:45][CH:46]([C:51]3[CH:56]=[CH:55][C:54]([O:57]C)=[CH:53][CH:52]=3)[CH2:47][CH2:48][C:49]=2[CH:50]=1, predict the reaction product. The product is: [OH:57][C:54]1[CH:53]=[CH:52][C:51]([CH:46]2[CH2:47][CH2:48][C:49]3[C:50]([OH:2])=[CH:41][CH:42]=[C:43]([O:59][C:60]4[CH:61]=[CH:62][C:63]([O:64][CH2:65][CH2:66][N:67]5[CH2:72][CH2:71][CH2:70][CH2:69][CH2:68]5)=[CH:73][CH:74]=4)[C:44]=3[CH2:45]2)=[CH:56][CH:55]=1. (3) Given the reactants [CH2:1]([O:3][C:4](=[O:29])[CH2:5][CH:6]1[C:14]2[C:9](=[C:10]([Br:28])[C:11]([O:16][C:17]3[CH:22]=[CH:21][C:20]([O:23]C)=[C:19]([CH:25]([CH3:27])[CH3:26])[CH:18]=3)=[C:12]([Br:15])[CH:13]=2)[CH2:8][CH2:7]1)[CH3:2], predict the reaction product. The product is: [CH2:1]([O:3][C:4](=[O:29])[CH2:5][CH:6]1[C:14]2[C:9](=[C:10]([Br:28])[C:11]([O:16][C:17]3[CH:22]=[CH:21][C:20]([OH:23])=[C:19]([CH:25]([CH3:26])[CH3:27])[CH:18]=3)=[C:12]([Br:15])[CH:13]=2)[CH2:8][CH2:7]1)[CH3:2]. (4) Given the reactants [Br:1][C:2]1[CH:3]=[C:4]2[C:9](=[CH:10][CH:11]=1)[C:8](=[O:12])[NH:7][C:6](=[O:13])/[C:5]/2=[CH:14]/OC.Cl.[F:18][C:19]1[CH:20]=[C:21]([CH:24]=[CH:25][C:26]=1[O:27][CH3:28])[CH2:22][NH2:23].C(N(CC)CC)C, predict the reaction product. The product is: [Br:1][C:2]1[CH:3]=[C:4]2[C:9](=[CH:10][CH:11]=1)[C:8](=[O:12])[NH:7][C:6](=[O:13])/[C:5]/2=[CH:14]\[NH:23][CH2:22][C:21]1[CH:24]=[CH:25][C:26]([O:27][CH3:28])=[C:19]([F:18])[CH:20]=1. (5) Given the reactants Cl[C:2]1[C:3]([N+:22]([O-:24])=[O:23])=[CH:4][C:5]2[O:10][C:9]([CH3:12])([CH3:11])[C:8](=[O:13])[N:7]([C:14]3[CH:19]=[CH:18][C:17]([F:20])=[CH:16][CH:15]=3)[C:6]=2[CH:21]=1.[C:25](=O)([O-])[O-].[K+].[K+].CB1OB(C)OB(C)O1, predict the reaction product. The product is: [F:20][C:17]1[CH:18]=[CH:19][C:14]([N:7]2[C:6]3[CH:21]=[C:2]([CH3:25])[C:3]([N+:22]([O-:24])=[O:23])=[CH:4][C:5]=3[O:10][C:9]([CH3:12])([CH3:11])[C:8]2=[O:13])=[CH:15][CH:16]=1.